Predict the product of the given reaction. From a dataset of Forward reaction prediction with 1.9M reactions from USPTO patents (1976-2016). (1) Given the reactants [Cl:1][C:2]1[CH:3]=[C:4](I)[C:5]([OH:12])=[C:6]([CH:11]=1)[C:7]([O:9][CH3:10])=[O:8].FC1C=C(C(OC)=O)[C:18]2[O:22][C:21](C)=[CH:20][C:19]=2C=1, predict the reaction product. The product is: [Cl:1][C:2]1[CH:11]=[C:6]([C:7]([O:9][CH3:10])=[O:8])[C:5]2[O:12][C:19]([CH2:20][CH2:21][OH:22])=[CH:18][C:4]=2[CH:3]=1. (2) Given the reactants [NH2:1][C:2]1[CH:3]=[CH:4][C:5]([O:8][C:9]2[CH:10]=[CH:11][C:12]([Cl:22])=[C:13]([NH:15][C:16](=[O:21])[C:17]([F:20])([F:19])[F:18])[CH:14]=2)=[N:6][CH:7]=1.[S-:23][C:24]#[N:25].[K+].BrBr, predict the reaction product. The product is: [NH2:25][C:24]1[S:23][C:7]2[C:2]([N:1]=1)=[CH:3][CH:4]=[C:5]([O:8][C:9]1[CH:10]=[CH:11][C:12]([Cl:22])=[C:13]([NH:15][C:16](=[O:21])[C:17]([F:20])([F:18])[F:19])[CH:14]=1)[N:6]=2. (3) Given the reactants S(=O)(=O)(O)O.[CH3:6][O:7][C:8]([C:10]1[S:14][C:13]([CH2:15][CH:16]([C:18]2[C:19]([CH2:24][CH2:25][CH2:26][CH3:27])=[N:20][O:21][C:22]=2[CH3:23])O)=[N:12][C:11]=1[CH3:28])=[O:9].[OH-].[Na+], predict the reaction product. The product is: [CH3:6][O:7][C:8]([C:10]1[S:14][C:13](/[CH:15]=[CH:16]/[C:18]2[C:19]([CH2:24][CH2:25][CH2:26][CH3:27])=[N:20][O:21][C:22]=2[CH3:23])=[N:12][C:11]=1[CH3:28])=[O:9]. (4) Given the reactants [NH:1]1[CH2:5][CH2:4][N:3]=[C:2]1[CH2:6][N:7]1[C:15]2[C:10](=[CH:11][C:12]([N+:16]([O-])=O)=[CH:13][CH:14]=2)[C:9]([S:19]([CH3:22])(=[O:21])=[O:20])=[CH:8]1, predict the reaction product. The product is: [NH:3]1[CH2:4][CH2:5][N:1]=[C:2]1[CH2:6][N:7]1[C:15]2[C:10](=[CH:11][C:12]([NH2:16])=[CH:13][CH:14]=2)[C:9]([S:19]([CH3:22])(=[O:21])=[O:20])=[CH:8]1.